Dataset: Full USPTO retrosynthesis dataset with 1.9M reactions from patents (1976-2016). Task: Predict the reactants needed to synthesize the given product. (1) Given the product [CH2:19]([O:18][C:16](=[O:17])[NH:8][C:4]1[CH:5]=[N:6][CH:7]=[C:2]([Br:1])[CH:3]=1)[CH3:20], predict the reactants needed to synthesize it. The reactants are: [Br:1][C:2]1[CH:3]=[C:4]([NH2:8])[CH:5]=[N:6][CH:7]=1.N1C=CC=CC=1.Cl[C:16]([O:18][CH2:19][CH3:20])=[O:17].O. (2) Given the product [CH3:1][O:2][C:3]1[CH:4]=[C:5]([CH2:11][C:12]([N:15]2[CH2:20][CH2:19][CH:18]([CH2:21][CH2:22][OH:23])[CH2:17][CH2:16]2)=[O:14])[CH:6]=[CH:7][C:8]=1[O:9][CH3:10], predict the reactants needed to synthesize it. The reactants are: [CH3:1][O:2][C:3]1[CH:4]=[C:5]([CH2:11][C:12]([OH:14])=O)[CH:6]=[CH:7][C:8]=1[O:9][CH3:10].[NH:15]1[CH2:20][CH2:19][CH:18]([CH2:21][CH2:22][OH:23])[CH2:17][CH2:16]1.Cl.CN(C)CCCN=C=NCC.